From a dataset of NCI-60 drug combinations with 297,098 pairs across 59 cell lines. Regression. Given two drug SMILES strings and cell line genomic features, predict the synergy score measuring deviation from expected non-interaction effect. (1) Drug 1: C1CCC(CC1)NC(=O)N(CCCl)N=O. Drug 2: CC12CCC3C(C1CCC2OP(=O)(O)O)CCC4=C3C=CC(=C4)OC(=O)N(CCCl)CCCl.[Na+]. Cell line: TK-10. Synergy scores: CSS=3.25, Synergy_ZIP=-2.43, Synergy_Bliss=-4.39, Synergy_Loewe=-8.60, Synergy_HSA=-4.73. (2) Drug 1: CN1CCC(CC1)COC2=C(C=C3C(=C2)N=CN=C3NC4=C(C=C(C=C4)Br)F)OC. Drug 2: C(CN)CNCCSP(=O)(O)O. Cell line: RXF 393. Synergy scores: CSS=5.56, Synergy_ZIP=-2.82, Synergy_Bliss=-0.187, Synergy_Loewe=-10.2, Synergy_HSA=-0.214. (3) Drug 1: C1=NC2=C(N=C(N=C2N1C3C(C(C(O3)CO)O)F)Cl)N. Drug 2: CCC1=C2CN3C(=CC4=C(C3=O)COC(=O)C4(CC)O)C2=NC5=C1C=C(C=C5)O. Cell line: NCI-H460. Synergy scores: CSS=28.1, Synergy_ZIP=-4.39, Synergy_Bliss=2.28, Synergy_Loewe=-38.6, Synergy_HSA=1.57. (4) Drug 1: CC1CCC2CC(C(=CC=CC=CC(CC(C(=O)C(C(C(=CC(C(=O)CC(OC(=O)C3CCCCN3C(=O)C(=O)C1(O2)O)C(C)CC4CCC(C(C4)OC)O)C)C)O)OC)C)C)C)OC. Drug 2: CC1CCCC2(C(O2)CC(NC(=O)CC(C(C(=O)C(C1O)C)(C)C)O)C(=CC3=CSC(=N3)C)C)C. Cell line: HOP-62. Synergy scores: CSS=49.2, Synergy_ZIP=1.51, Synergy_Bliss=-0.0603, Synergy_Loewe=3.18, Synergy_HSA=5.09. (5) Drug 1: CC1=C2C(C(=O)C3(C(CC4C(C3C(C(C2(C)C)(CC1OC(=O)C(C(C5=CC=CC=C5)NC(=O)C6=CC=CC=C6)O)O)OC(=O)C7=CC=CC=C7)(CO4)OC(=O)C)O)C)OC(=O)C. Drug 2: CC(C)(C#N)C1=CC(=CC(=C1)CN2C=NC=N2)C(C)(C)C#N. Cell line: HOP-92. Synergy scores: CSS=0.378, Synergy_ZIP=-1.56, Synergy_Bliss=-3.30, Synergy_Loewe=-0.655, Synergy_HSA=-2.49.